From a dataset of Reaction yield outcomes from USPTO patents with 853,638 reactions. Predict the reaction yield, written as a fraction of the theoretical maximum amount of product (1.0 means a 100% yield; for example, 0.34 means a 34% yield). (1) The product is [NH2:12][CH:10]1[C:9]2[C:4](=[CH:5][CH:6]=[C:7]([N:16]3[C:21](=[O:22])[C:20]([CH2:23][C:24]4[CH:25]=[CH:26][C:27]([C:30]5[CH:35]=[CH:34][CH:33]=[CH:32][C:31]=5[C:36]5[NH:40][C:39](=[O:41])[O:38][N:37]=5)=[CH:28][CH:29]=4)=[C:19]([CH2:42][CH2:43][CH3:44])[N:18]=[C:17]3[CH3:45])[CH:8]=2)[O:3][C:2]([CH3:1])([CH3:46])[CH2:11]1. The catalyst is Cl.O1CCOCC1.C(OCC)(=O)C. The reactants are [CH3:1][C:2]1([CH3:46])[CH2:11][CH:10]([NH:12]C(=O)C)[C:9]2[C:4](=[CH:5][CH:6]=[C:7]([N:16]3[C:21](=[O:22])[C:20]([CH2:23][C:24]4[CH:29]=[CH:28][C:27]([C:30]5[CH:35]=[CH:34][CH:33]=[CH:32][C:31]=5[C:36]5[NH:40][C:39](=[O:41])[O:38][N:37]=5)=[CH:26][CH:25]=4)=[C:19]([CH2:42][CH2:43][CH3:44])[N:18]=[C:17]3[CH3:45])[CH:8]=2)[O:3]1. The yield is 0.900. (2) The reactants are [N+:1]([C:4]1[CH:5]=[C:6]2[C:10](=[CH:11][CH:12]=1)[NH:9][CH:8]=[CH:7]2)([O-:3])=[O:2].[OH-].[K+].[CH3:15]I. The catalyst is CC(C)=O. The product is [CH3:15][N:9]1[C:10]2[C:6](=[CH:5][C:4]([N+:1]([O-:3])=[O:2])=[CH:12][CH:11]=2)[CH:7]=[CH:8]1. The yield is 0.920. (3) The reactants are [N:1]1([C:10]([O:12][C:13]([CH3:16])([CH3:15])[CH3:14])=[O:11])[C:9]2[C:4](=[CH:5][CH:6]=[CH:7][CH:8]=2)[CH2:3][CH2:2]1.CN(C)CCN(C)C.C([Li])(CC)C.CN(C)[CH:32]=[O:33]. The catalyst is C(OCC)C.C1CCCCC1. The product is [CH:32]([C:8]1[CH:7]=[CH:6][CH:5]=[C:4]2[C:9]=1[N:1]([C:10]([O:12][C:13]([CH3:16])([CH3:15])[CH3:14])=[O:11])[CH2:2][CH2:3]2)=[O:33]. The yield is 0.530. (4) The reactants are [F:1][C:2]([F:25])([F:24])[C:3]1[CH:4]=[C:5]([C:13]2[N:17]=[CH:16][N:15]([CH2:18][C:19](=[CH2:23])[C:20]([OH:22])=O)[N:14]=2)[CH:6]=[C:7]([C:9]([F:12])([F:11])[F:10])[CH:8]=1.[NH:26]([C:28]1[CH:33]=[N:32][CH:31]=[CH:30][N:29]=1)[NH2:27].C(P1(=O)OP(CCC)(=O)OP(CCC)(=O)O1)CC.CCN(C(C)C)C(C)C. The catalyst is C1COCC1. The product is [F:10][C:9]([F:12])([F:11])[C:7]1[CH:6]=[C:5]([C:13]2[N:17]=[CH:16][N:15]([CH2:18][C:19](=[CH2:23])[C:20]([NH:27][NH:26][C:28]3[CH:33]=[N:32][CH:31]=[CH:30][N:29]=3)=[O:22])[N:14]=2)[CH:4]=[C:3]([C:2]([F:24])([F:25])[F:1])[CH:8]=1. The yield is 0.0400. (5) The reactants are [NH2:1][C:2]1[CH:7]=[CH:6][CH:5]=[CH:4][C:3]=1[NH:8][C:9]1[C:17]2[O:16][CH2:15][C@H:14]([N:18]([C:33](=[O:38])[C:34]([F:37])([F:36])[F:35])[C:19]3[CH:32]=[CH:31][C:22]4[C@H:23]([CH2:26][C:27]([O:29][CH3:30])=[O:28])[CH2:24][O:25][C:21]=4[CH:20]=3)[C:13]=2[CH:12]=[CH:11][CH:10]=1.[C:39](Cl)(=O)[CH2:40][CH3:41].C(=O)([O-])O.[Na+]. The catalyst is CN(C)C(=O)C. The product is [CH2:40]([C:41]1[N:8]([C:9]2[C:17]3[O:16][CH2:15][C@H:14]([N:18]([C:33](=[O:38])[C:34]([F:37])([F:36])[F:35])[C:19]4[CH:32]=[CH:31][C:22]5[C@H:23]([CH2:26][C:27]([O:29][CH3:30])=[O:28])[CH2:24][O:25][C:21]=5[CH:20]=4)[C:13]=3[CH:12]=[CH:11][CH:10]=2)[C:3]2[CH:4]=[CH:5][CH:6]=[CH:7][C:2]=2[N:1]=1)[CH3:39]. The yield is 0.720. (6) The catalyst is O1CCOCC1.Cl. The reactants are [CH3:1][C:2]1[CH:21]=[CH:20][C:5]([CH2:6][CH:7]2[CH2:12][CH2:11][N:10](C(OC(C)(C)C)=O)[CH2:9][CH2:8]2)=[CH:4][CH:3]=1. The yield is 0.880. The product is [CH3:1][C:2]1[CH:3]=[CH:4][C:5]([CH2:6][CH:7]2[CH2:12][CH2:11][NH:10][CH2:9][CH2:8]2)=[CH:20][CH:21]=1.